This data is from Reaction yield outcomes from USPTO patents with 853,638 reactions. The task is: Predict the reaction yield, written as a fraction of the theoretical maximum amount of product (1.0 means a 100% yield; for example, 0.34 means a 34% yield). (1) The reactants are [CH2:1]([S:3](Cl)(=[O:5])=[O:4])[CH3:2].[NH2:7][C:8]1[CH:9]=[C:10]([CH:14]2[CH2:23][C:22]([CH3:25])([CH3:24])[C:21]3[C:16](=[CH:17][CH:18]=[C:19]([C:26]#[N:27])[CH:20]=3)[NH:15]2)[CH:11]=[CH:12][CH:13]=1.N1C=CC=CC=1. The catalyst is ClCCl. The product is [C:26]([C:19]1[CH:20]=[C:21]2[C:16](=[CH:17][CH:18]=1)[NH:15][CH:14]([C:10]1[CH:9]=[C:8]([NH:7][S:3]([CH2:1][CH3:2])(=[O:5])=[O:4])[CH:13]=[CH:12][CH:11]=1)[CH2:23][C:22]2([CH3:25])[CH3:24])#[N:27]. The yield is 0.600. (2) The reactants are [Br:1][C:2]1[CH:3]=[CH:4][C:5]2[O:9][CH:8]=[C:7]([C:10]([O:12][CH2:13][CH3:14])=[O:11])[C:6]=2[CH:15]=1.[N+:16]([O-])([OH:18])=[O:17]. The catalyst is C(Cl)(Cl)Cl. The product is [Br:1][C:2]1[C:3]([N+:16]([O-:18])=[O:17])=[CH:4][C:5]2[O:9][CH:8]=[C:7]([C:10]([O:12][CH2:13][CH3:14])=[O:11])[C:6]=2[CH:15]=1. The yield is 0.850. (3) The reactants are [F:1][C:2]([F:21])([F:20])[O:3][C:4]1[CH:9]=[CH:8][C:7]([S:10]([N:13]2[CH2:18][CH2:17][C:16](=O)[CH2:15][CH2:14]2)(=[O:12])=[O:11])=[CH:6][CH:5]=1.C(OP([CH:30]([O:36][CH3:37])[C:31]([O:33][CH2:34][CH3:35])=[O:32])(OCC)=O)C.CN1CCCN(C)C1=O.[H-].[Na+]. The catalyst is C1COCC1. The product is [CH3:37][O:36][C:30](=[C:16]1[CH2:15][CH2:14][N:13]([S:10]([C:7]2[CH:8]=[CH:9][C:4]([O:3][C:2]([F:20])([F:21])[F:1])=[CH:5][CH:6]=2)(=[O:11])=[O:12])[CH2:18][CH2:17]1)[C:31]([O:33][CH2:34][CH3:35])=[O:32]. The yield is 0.770. (4) The reactants are Br[C:2]1[N:7]=[CH:6][CH:5]=[CH:4][N:3]=1.C([Li])CCC.[O:13]1[C:17]2([CH2:22][CH2:21][C:20](=[O:23])[CH2:19][CH2:18]2)[O:16][CH2:15][CH2:14]1. The catalyst is C(Cl)Cl.CCCCCC. The product is [N:3]1[CH:4]=[CH:5][CH:6]=[N:7][C:2]=1[C:20]1([OH:23])[CH2:21][CH2:22][C:17]2([O:16][CH2:15][CH2:14][O:13]2)[CH2:18][CH2:19]1. The yield is 0.540. (5) The reactants are [B:1].[CH:2]1[CH:7]=[CH:6][C:5]([PH:8][C:9]2[CH:14]=[CH:13][CH:12]=[CH:11][CH:10]=2)=[CH:4][CH:3]=1.C(OC)(=O)C=C. The catalyst is CO.[OH-].[K+]. The product is [BH3:1].[C:9]1([PH:8][C:5]2[CH:4]=[CH:3][CH:2]=[CH:7][CH:6]=2)[CH:10]=[CH:11][CH:12]=[CH:13][CH:14]=1. The yield is 0.760.